From a dataset of Full USPTO retrosynthesis dataset with 1.9M reactions from patents (1976-2016). Predict the reactants needed to synthesize the given product. (1) Given the product [C:6]([C:10]1[CH:15]=[CH:14][C:13]([CH:16]2[CH2:18][CH:17]2[C:19]([OH:21])=[O:20])=[CH:12][C:11]=1[F:24])([CH3:9])([CH3:7])[CH3:8], predict the reactants needed to synthesize it. The reactants are: O1CCCC1.[C:6]([C:10]1[CH:15]=[CH:14][C:13]([CH:16]2[CH2:18][CH:17]2[C:19]([O:21]CC)=[O:20])=[CH:12][C:11]=1[F:24])([CH3:9])([CH3:8])[CH3:7].[OH-].[Na+].Cl. (2) Given the product [Cl:25][C:22]1[CH:23]=[CH:24][C:19]([C:13]2[C:12]([CH2:11][O:10][C:7]3[CH:8]=[CH:9][C:4]([C:3]([OH:26])=[O:2])=[CH:5][N:6]=3)=[C:16]([CH2:17][OH:18])[O:15][N:14]=2)=[CH:20][CH:21]=1, predict the reactants needed to synthesize it. The reactants are: C[O:2][C:3](=[O:26])[C:4]1[CH:9]=[CH:8][C:7]([O:10][CH2:11][C:12]2[C:13]([C:19]3[CH:24]=[CH:23][C:22]([Cl:25])=[CH:21][CH:20]=3)=[N:14][O:15][C:16]=2[CH2:17][OH:18])=[N:6][CH:5]=1.O.[OH-].[Li+].Cl. (3) The reactants are: [CH3:1][O:2][C:3]1[CH:8]=[CH:7][C:6]([C@@H:9]2[C@@H:14]([O:15][CH2:16][C:17]3[CH:18]=[CH:19][C:20]4[O:25][CH2:24][CH2:23][N:22]([CH2:26][CH2:27][CH2:28][O:29][CH3:30])[C:21]=4[CH:31]=3)[CH2:13][N:12]([S:32]([C:35]3[CH:40]=[CH:39][C:38]([CH3:41])=[CH:37][CH:36]=3)(=[O:34])=[O:33])[CH2:11][C@H:10]2[O:42][CH2:43][C:44](O)=[O:45])=[CH:5][CH:4]=1.[CH3:47][C@H:48]1[CH2:53][O:52][CH2:51][CH2:50][NH:49]1.C(N(CC)CC)C. Given the product [CH3:1][O:2][C:3]1[CH:4]=[CH:5][C:6]([C@@H:9]2[C@@H:14]([O:15][CH2:16][C:17]3[CH:18]=[CH:19][C:20]4[O:25][CH2:24][CH2:23][N:22]([CH2:26][CH2:27][CH2:28][O:29][CH3:30])[C:21]=4[CH:31]=3)[CH2:13][N:12]([S:32]([C:35]3[CH:36]=[CH:37][C:38]([CH3:41])=[CH:39][CH:40]=3)(=[O:34])=[O:33])[CH2:11][C@H:10]2[O:42][CH2:43][C:44]([N:49]2[CH2:50][CH2:51][O:52][CH2:53][C@@H:48]2[CH3:47])=[O:45])=[CH:7][CH:8]=1, predict the reactants needed to synthesize it. (4) Given the product [CH2:31]([O:38][C:39](=[O:40])[NH:41][C@@H:42]([CH:46]1[CH2:51][CH2:50][C:49]([F:53])([F:52])[CH2:48][CH2:47]1)[C:43]([N:70]1[C@H:69]([C:67](=[O:68])[NH:66][C@H:59]2[C:60]3[C:65](=[CH:64][CH:63]=[CH:62][CH:61]=3)[O:56][CH2:57][CH2:58]2)[CH2:74][N:73]2[CH2:75][C@H:76]([OH:78])[CH2:77][C@@H:72]2[CH2:71]1)=[O:45])[C:32]1[CH:33]=[CH:34][CH:35]=[CH:36][CH:37]=1, predict the reactants needed to synthesize it. The reactants are: ON1C2C=CC=CC=2N=N1.C(N(CC)C(C)C)(C)C.C(N=C=NCCCN(C)C)C.[CH2:31]([O:38][C:39]([NH:41][C@@H:42]([CH:46]1[CH2:51][CH2:50][C:49]([F:53])([F:52])[CH2:48][CH2:47]1)[C:43]([OH:45])=O)=[O:40])[C:32]1[CH:37]=[CH:36][CH:35]=[CH:34][CH:33]=1.Cl.Cl.[O:56]1[C:65]2[C:60](=[CH:61][CH:62]=[CH:63][CH:64]=2)[C@H:59]([NH:66][C:67]([C@@H:69]2[CH2:74][N:73]3[CH2:75][C@H:76]([OH:78])[CH2:77][C@@H:72]3[CH2:71][NH:70]2)=[O:68])[CH2:58][CH2:57]1. (5) Given the product [Cl:1][C:2]1[CH:3]=[C:4]2[C:8](=[CH:9][CH:10]=1)[NH:7][CH:6]=[C:5]2[CH2:11][N:12]1[C:20]([C:21]2[N:25]([CH3:26])[CH:24]=[C:23]([C:27]([NH:41][CH2:40][CH2:39][N:38]([CH3:42])[CH3:37])=[O:28])[CH:22]=2)=[C:19]2[C:14]([N:15]([CH2:33][CH:34]3[CH2:36][CH2:35]3)[C:16](=[O:32])[N:17]([CH3:31])[C:18]2=[O:30])=[N:13]1, predict the reactants needed to synthesize it. The reactants are: [Cl:1][C:2]1[CH:3]=[C:4]2[C:8](=[CH:9][CH:10]=1)[NH:7][CH:6]=[C:5]2[CH2:11][N:12]1[C:20]([C:21]2[N:25]([CH3:26])[CH:24]=[C:23]([C:27](O)=[O:28])[CH:22]=2)=[C:19]2[C:14]([N:15]([CH2:33][CH:34]3[CH2:36][CH2:35]3)[C:16](=[O:32])[N:17]([CH3:31])[C:18]2=[O:30])=[N:13]1.[CH3:37][N:38]([CH3:42])[CH2:39][CH2:40][NH2:41].C(P(=O)(OCC)OCC)#N. (6) Given the product [CH3:1][C:2]1[C:3]([CH2:11][S@:12]([C:14]2[NH:15][C:16]3[C:17](=[CH:19][CH:20]=[CH:21][CH:22]=3)[N:18]=2)=[O:13])=[N:4][CH:5]=[CH:6][C:7]=1[O:36][CH2:35][C:34]([F:38])([F:37])[F:33].[CH3:1][C:2]1[C:3]([CH2:11][S@:12]([C:14]2[NH:15][C:16]3[C:17](=[CH:19][CH:20]=[CH:21][CH:22]=3)[N:18]=2)=[O:13])=[N:4][CH:5]=[CH:6][C:7]=1[O:36][CH2:35][C:34]([F:38])([F:37])[F:33].[OH2:9].[OH2:23].[OH2:9], predict the reactants needed to synthesize it. The reactants are: [CH3:1][C:2]1[C:3]([CH2:11][S@:12]([C:14]2[NH:15][C:16]3[CH:22]=[CH:21][CH:20]=[CH:19][C:17]=3[N:18]=2)=[O:13])=[N:4][CH:5]=[CH:6][C:7]=1[N+]([O-])=[O:9].[OH-:23].[K+].O.C1(C)C=CC=CC=1.[F:33][C:34]([F:38])([F:37])[CH2:35][OH:36].